From a dataset of Reaction yield outcomes from USPTO patents with 853,638 reactions. Predict the reaction yield, written as a fraction of the theoretical maximum amount of product (1.0 means a 100% yield; for example, 0.34 means a 34% yield). (1) The reactants are [Cl:1][C:2]1[CH:14]=[CH:13][C:5]([CH2:6][NH:7][C:8]([CH:10]2[CH2:12][CH2:11]2)=[O:9])=[CH:4][C:3]=1[CH2:15][OH:16]. The catalyst is CC#N.O=[Mn]=O. The product is [Cl:1][C:2]1[CH:14]=[CH:13][C:5]([CH2:6][NH:7][C:8]([CH:10]2[CH2:11][CH2:12]2)=[O:9])=[CH:4][C:3]=1[CH:15]=[O:16]. The yield is 0.910. (2) The reactants are Br[C:2]1[CH:10]=[CH:9][CH:8]=[CH:7][C:3]=1[C:4]([OH:6])=[O:5].CN(C)[CH:13]=[O:14]. No catalyst specified. The product is [OH:14][CH:13]1[C:2]2[C:3](=[CH:7][CH:8]=[CH:9][CH:10]=2)[C:4](=[O:5])[O:6]1. The yield is 0.720. (3) The reactants are C(OC([N:8]1[CH2:13][CH2:12][N:11]([C:14]2[CH:19]=[CH:18][C:17]([NH:20][C:21]3[N:22]=[CH:23][C:24]4[C:30]([CH3:31])=[C:29]([CH:32](O)[C:33]5[CH:38]=[CH:37][CH:36]=[CH:35][CH:34]=5)[C:28](=[O:40])[N:27]([CH:41]5[CH2:45][CH2:44][CH2:43][CH2:42]5)[C:25]=4[N:26]=3)=[CH:16][CH:15]=2)[CH2:10][CH2:9]1)=O)(C)(C)C.FC(F)(F)C(O)=O.C([SiH](CC)CC)C. No catalyst specified. The product is [CH2:32]([C:29]1[C:28](=[O:40])[N:27]([CH:41]2[CH2:42][CH2:43][CH2:44][CH2:45]2)[C:25]2[N:26]=[C:21]([NH:20][C:17]3[CH:16]=[CH:15][C:14]([N:11]4[CH2:10][CH2:9][NH:8][CH2:13][CH2:12]4)=[CH:19][CH:18]=3)[N:22]=[CH:23][C:24]=2[C:30]=1[CH3:31])[C:33]1[CH:38]=[CH:37][CH:36]=[CH:35][CH:34]=1. The yield is 0.940. (4) The reactants are [CH:1]1([C:6]2[CH:10]=[C:9]([NH:11][C:12]([NH:14][C:15]3[CH:20]=[C:19]([C:21]4[C:32](=[O:33])[N:31]([CH3:34])[C:24]5[N:25]=[C:26](SC)[N:27]=[CH:28][C:23]=5[CH:22]=4)[CH:18]=[CH:17][C:16]=3[F:35])=[O:13])[N:8]([CH3:36])[N:7]=2)[CH2:5][CH2:4][CH2:3][CH2:2]1.[CH3:37][NH2:38]. No catalyst specified. The product is [CH:1]1([C:6]2[CH:10]=[C:9]([NH:11][C:12]([NH:14][C:15]3[CH:20]=[C:19]([C:21]4[C:32](=[O:33])[N:31]([CH3:34])[C:24]5[N:25]=[C:26]([NH:38][CH3:37])[N:27]=[CH:28][C:23]=5[CH:22]=4)[CH:18]=[CH:17][C:16]=3[F:35])=[O:13])[N:8]([CH3:36])[N:7]=2)[CH2:5][CH2:4][CH2:3][CH2:2]1. The yield is 0.200. (5) The reactants are [Cl:1][C:2]1[N:7]=[C:6](Cl)[CH:5]=[CH:4][N:3]=1.[CH3:9][O:10][C:11]1[CH:18]=[CH:17][C:14]([NH:15][CH3:16])=[CH:13][CH:12]=1.Cl.C([O-])([O-])=O.[Na+].[Na+]. The catalyst is C(O)(C)C.O.ClCCl. The product is [Cl:1][C:2]1[N:7]=[C:6]([N:15]([C:14]2[CH:17]=[CH:18][C:11]([O:10][CH3:9])=[CH:12][CH:13]=2)[CH3:16])[CH:5]=[CH:4][N:3]=1. The yield is 0.900. (6) The reactants are [CH3:1][C:2]1[CH:11]=[CH:10][C:9]2[C:4](=[CH:5][CH:6]=[CH:7][C:8]=2[N:12]2[CH2:17][CH2:16][N:15]([C:18](=O)[CH2:19][C:20]3[CH:25]=[CH:24][CH:23]=[C:22]([N:26]4[CH:30]=[CH:29][CH:28]=[N:27]4)[CH:21]=3)[CH2:14][CH2:13]2)[N:3]=1.Cl. The catalyst is O1CCCC1. The product is [CH3:1][C:2]1[CH:11]=[CH:10][C:9]2[C:4](=[CH:5][CH:6]=[CH:7][C:8]=2[N:12]2[CH2:17][CH2:16][N:15]([CH2:18][CH2:19][C:20]3[CH:25]=[CH:24][CH:23]=[C:22]([N:26]4[CH:30]=[CH:29][CH:28]=[N:27]4)[CH:21]=3)[CH2:14][CH2:13]2)[N:3]=1. The yield is 0.520. (7) The reactants are [O:1]=[C:2]1[CH:8]([NH:9][C:10](=[O:13])[O:11][CH3:12])[CH2:7][C:6]2[CH:14]=[CH:15][CH:16]=[CH:17][C:5]=2[CH2:4][NH:3]1.[H-].[Na+].[CH3:20]I.[Cl-].[NH4+]. The catalyst is C1COCC1.CN(C=O)C. The product is [CH3:20][N:3]1[C:2](=[O:1])[CH:8]([NH:9][C:10](=[O:13])[O:11][CH3:12])[CH2:7][C:6]2[CH:14]=[CH:15][CH:16]=[CH:17][C:5]=2[CH2:4]1. The yield is 0.440.